This data is from Full USPTO retrosynthesis dataset with 1.9M reactions from patents (1976-2016). The task is: Predict the reactants needed to synthesize the given product. (1) Given the product [CH3:12][O:11][C:4]1[CH:3]=[C:2]([N:19]2[CH2:23][CH2:22][CH:21]([OH:24])[CH2:20]2)[CH:7]=[CH:6][C:5]=1[N+:8]([O-:10])=[O:9], predict the reactants needed to synthesize it. The reactants are: F[C:2]1[CH:7]=[CH:6][C:5]([N+:8]([O-:10])=[O:9])=[C:4]([O:11][CH3:12])[CH:3]=1.O1CCOCC1.[NH:19]1[CH2:23][CH2:22][C@@H:21]([OH:24])[CH2:20]1. (2) Given the product [CH2:1]([N:8]1[CH2:9][CH:10]2[CH2:15][N:14]([C:17]3[CH:22]=[CH:21][C:20]([O:23][C:24]([F:27])([F:25])[F:26])=[CH:19][CH:18]=3)[C:13](=[O:28])[CH:11]2[CH2:12]1)[C:2]1[CH:3]=[CH:4][CH:5]=[CH:6][CH:7]=1, predict the reactants needed to synthesize it. The reactants are: [CH2:1]([N:8]1[CH2:12][CH:11]2[CH:13]([OH:28])[N:14]([C:17]3[CH:22]=[CH:21][C:20]([O:23][C:24]([F:27])([F:26])[F:25])=[CH:19][CH:18]=3)[C:15](=O)[CH:10]2[CH2:9]1)[C:2]1[CH:7]=[CH:6][CH:5]=[CH:4][CH:3]=1.[BH3-]C#N.[Na+]. (3) The reactants are: [CH3:1][C:2]1[CH:7]=[CH:6][C:5]([S:8]([O:11][CH2:12][C@H:13]2[CH2:18][O:17][C:16]3[CH:19]=[CH:20][C:21]4[O:25][CH2:24][CH2:23][C:22]=4[C:15]=3[O:14]2)(=[O:10])=[O:9])=[CH:4][CH:3]=1.ClC1C(=O)C(C#N)=C(C#N)C(=O)C=1Cl. Given the product [CH3:1][C:2]1[CH:3]=[CH:4][C:5]([S:8]([O:11][CH2:12][CH:13]2[CH2:18][O:17][C:16]3[CH:19]=[CH:20][C:21]4[O:25][CH:24]=[CH:23][C:22]=4[C:15]=3[O:14]2)(=[O:10])=[O:9])=[CH:6][CH:7]=1, predict the reactants needed to synthesize it.